Dataset: Retrosynthesis with 50K atom-mapped reactions and 10 reaction types from USPTO. Task: Predict the reactants needed to synthesize the given product. The reactants are: CCOC(=O)c1sc(Cl)nc1C.Sc1ccccc1. Given the product CCOC(=O)c1sc(Sc2ccccc2)nc1C, predict the reactants needed to synthesize it.